From a dataset of Forward reaction prediction with 1.9M reactions from USPTO patents (1976-2016). Predict the product of the given reaction. (1) Given the reactants [CH3:1][C:2]1[N:7]=[C:6]([C:8]2[CH:13]=[CH:12][CH:11]=[C:10]([C:14]3[CH:15]=[C:16]([S:20]([NH2:23])(=[O:22])=[O:21])[CH:17]=[CH:18][CH:19]=3)[N:9]=2)[CH:5]=[C:4]([C:24]2[CH:29]=[CH:28][C:27]([C:30]([F:33])([F:32])[F:31])=[CH:26][CH:25]=2)[CH:3]=1.[C:34](O[C:34](=[O:38])[CH2:35][CH2:36][CH3:37])(=[O:38])[CH2:35][CH2:36][CH3:37], predict the reaction product. The product is: [C:34]([NH:23][S:20]([C:16]1[CH:17]=[CH:18][CH:19]=[C:14]([C:10]2[N:9]=[C:8]([C:6]3[CH:5]=[C:4]([C:24]4[CH:29]=[CH:28][C:27]([C:30]([F:33])([F:31])[F:32])=[CH:26][CH:25]=4)[CH:3]=[C:2]([CH3:1])[N:7]=3)[CH:13]=[CH:12][CH:11]=2)[CH:15]=1)(=[O:21])=[O:22])(=[O:38])[CH2:35][CH2:36][CH3:37]. (2) The product is: [CH2:1]([O:3][C:4](=[O:29])[CH2:5][CH2:6][CH2:7][O:8][C:9]1[CH:14]=[CH:13][CH:12]=[C:11]([CH2:15][CH2:16][CH2:17][CH2:18][CH2:19][CH2:20][O:42][C:40]2[CH:39]=[C:33]([C:34](=[O:35])[N:36]([CH3:38])[CH3:37])[CH:32]=[C:31]([Br:30])[CH:41]=2)[C:10]=1[CH2:22][CH2:23][C:24]([O:26][CH2:27][CH3:28])=[O:25])[CH3:2]. Given the reactants [CH2:1]([O:3][C:4](=[O:29])[CH2:5][CH2:6][CH2:7][O:8][C:9]1[CH:14]=[CH:13][CH:12]=[C:11]([CH2:15][CH2:16][CH2:17][CH2:18][CH2:19][CH2:20]Br)[C:10]=1[CH2:22][CH2:23][C:24]([O:26][CH2:27][CH3:28])=[O:25])[CH3:2].[Br:30][C:31]1[CH:32]=[C:33]([CH:39]=[C:40]([OH:42])[CH:41]=1)[C:34]([N:36]([CH3:38])[CH3:37])=[O:35].C(=O)([O-])[O-].[K+].[K+], predict the reaction product.